From a dataset of Forward reaction prediction with 1.9M reactions from USPTO patents (1976-2016). Predict the product of the given reaction. The product is: [CH2:2]([Si:31]([Cl:33])([Cl:32])[Cl:30])[C:3]1[CH:8]=[CH:7][CH:6]=[CH:5][CH:4]=1. Given the reactants [Cl-].[CH2:2]([P+](CCCC)(CCCC)CCCC)[C:3]1[CH:8]=[CH:7][CH:6]=[CH:5][CH:4]=1.C(Cl)C1C=CC=CC=1.[Cl:30][SiH:31]([Cl:33])[Cl:32], predict the reaction product.